Predict the reaction yield, written as a fraction of the theoretical maximum amount of product (1.0 means a 100% yield; for example, 0.34 means a 34% yield). From a dataset of Reaction yield outcomes from USPTO patents with 853,638 reactions. The reactants are Cl.[CH2:2]([O:4][C:5](=[O:8])[CH2:6][NH2:7])[CH3:3].C(N(CC)CC)C.Cl[C:17](=[O:24])[CH2:18][CH2:19][C:20]([O:22][CH3:23])=[O:21]. The catalyst is O1CCCC1.O. The product is [CH2:2]([O:4][C:5](=[O:8])[CH2:6][NH:7][C:17](=[O:24])[CH2:18][CH2:19][C:20]([O:22][CH3:23])=[O:21])[CH3:3]. The yield is 0.650.